This data is from Catalyst prediction with 721,799 reactions and 888 catalyst types from USPTO. The task is: Predict which catalyst facilitates the given reaction. (1) Reactant: C(=O)([O-])[O-].[K+].[K+].[OH:7][C:8]1[CH:9]=[C:10]([CH:15]=[CH:16][C:17]=1[O:18][CH3:19])[C:11]([O:13][CH3:14])=[O:12].Br[CH2:21][CH2:22][CH2:23][Cl:24]. Product: [Cl:24][CH2:23][CH2:22][CH2:21][O:7][C:8]1[CH:9]=[C:10]([CH:15]=[CH:16][C:17]=1[O:18][CH3:19])[C:11]([O:13][CH3:14])=[O:12]. The catalyst class is: 3. (2) Reactant: [C:1]([O:5][C:6]([N:8]1[C@H:13]([C:14]([OH:16])=O)[CH2:12][C@@H:11]2[C@H:9]1[CH2:10]2)=[O:7])([CH3:4])([CH3:3])[CH3:2].[CH:17]1([CH2:23][NH2:24])[CH2:22][CH2:21][CH2:20][CH2:19][CH2:18]1.CN(C(ON1N=NC2C=CC=CC1=2)=[N+](C)C)C.F[P-](F)(F)(F)(F)F.CCN(C(C)C)C(C)C. The catalyst class is: 2. Product: [C:1]([O:5][C:6]([N:8]1[C@H:13]([C:14](=[O:16])[NH:24][CH2:23][CH:17]2[CH2:22][CH2:21][CH2:20][CH2:19][CH2:18]2)[CH2:12][C@@H:11]2[C@H:9]1[CH2:10]2)=[O:7])([CH3:2])([CH3:3])[CH3:4]. (3) Reactant: [CH3:1][C:2]1[C:7](=[O:8])[C@@H:6]([OH:9])[CH2:5][C:4]([CH3:11])([CH3:10])[C:3]=1/[CH:12]=[CH:13]/[C:14](/[CH3:44])=[CH:15]/[CH:16]=[CH:17]/[C:18](/[CH3:43])=[CH:19]/[CH:20]=[CH:21]/[CH:22]=[C:23](\[CH3:42])/[CH:24]=[CH:25]/[CH:26]=[C:27](\[CH3:41])/[CH:28]=[CH:29]/[C:30]1[C:36]([CH3:38])([CH3:37])[CH2:35][C@H:34]([OH:39])[C:32](=[O:33])[C:31]=1[CH3:40].C[O-].[Na+]. Product: [CH3:40][C:31]1[C:32](=[O:33])[C:34](=[O:39])[CH2:35][C:36]([CH3:37])([CH3:38])[C:30]=1/[CH:29]=[CH:28]/[C:27](/[CH3:41])=[CH:26]/[CH:25]=[CH:24]/[C:23](/[CH3:42])=[CH:22]/[CH:21]=[CH:20]/[CH:19]=[C:18](\[CH3:43])/[CH:17]=[CH:16]/[CH:15]=[C:14](\[CH3:44])/[CH:13]=[CH:12]/[C:3]1[C:4]([CH3:11])([CH3:10])[CH2:5][C:6](=[O:9])[C:7](=[O:8])[C:2]=1[CH3:1]. The catalyst class is: 224. (4) Reactant: Br[CH2:2][C:3]1[CH:8]=[CH:7][CH:6]=[C:5]([C:9]2[CH:14]=[CH:13][C:12]([C:15]([F:18])([F:17])[F:16])=[CH:11][CH:10]=2)[C:4]=1[C:19](OC)=[O:20].[NH2:23][C:24]1[CH:25]=[C:26]([C:30]([O:32][CH3:33])=[O:31])[N:27]([CH3:29])[CH:28]=1. Product: [O:20]=[C:19]1[C:4]2[C:3](=[CH:8][CH:7]=[CH:6][C:5]=2[C:9]2[CH:14]=[CH:13][C:12]([C:15]([F:16])([F:17])[F:18])=[CH:11][CH:10]=2)[CH2:2][N:23]1[C:24]1[CH:25]=[C:26]([C:30]([O:32][CH3:33])=[O:31])[N:27]([CH3:29])[CH:28]=1. The catalyst class is: 10.